Dataset: Full USPTO retrosynthesis dataset with 1.9M reactions from patents (1976-2016). Task: Predict the reactants needed to synthesize the given product. (1) Given the product [Cl:1][C:2]1[CH:7]=[C:6]([N:32]2[C:12]([CH3:13])=[C:11]([C:10]([O:15][CH2:16][CH3:17])=[O:14])[N:34]=[N:33]2)[CH:5]=[CH:4][C:3]=1[F:9], predict the reactants needed to synthesize it. The reactants are: [Cl:1][C:2]1[CH:7]=[C:6](I)[CH:5]=[CH:4][C:3]=1[F:9].[C:10]([O:15][CH2:16][CH3:17])(=[O:14])[C:11]#[C:12][CH3:13].N1CCC[C@H]1C(O)=O.C(=O)([O-])[O-].[Na+].[Na+].[N-:32]=[N+:33]=[N-:34].[Na+]. (2) Given the product [CH3:15][C:4]1[NH:5][C:6]2[CH2:7][C:8]([CH3:14])([CH3:13])[CH2:9][C:10](=[O:12])[C:11]=2[C:3]=1[CH2:2][C:16]1[CH:21]=[CH:20][CH:19]=[CH:18][C:17]=1[S:22]([C:25]1[CH:30]=[CH:29][CH:28]=[CH:27][CH:26]=1)(=[O:24])=[O:23], predict the reactants needed to synthesize it. The reactants are: O[CH:2]([C:16]1[CH:21]=[CH:20][CH:19]=[CH:18][C:17]=1[S:22]([C:25]1[CH:30]=[CH:29][CH:28]=[CH:27][CH:26]=1)(=[O:24])=[O:23])[C:3]1[C:11]2[C:10](=[O:12])[CH2:9][C:8]([CH3:14])([CH3:13])[CH2:7][C:6]=2[NH:5][C:4]=1[CH3:15].FC(F)(F)S(O[Si](C)(C)C)(=O)=O.C([SiH](CC)CC)C. (3) Given the product [CH3:26][C:22]1[N:21]=[C:20]([C:12]2[N:13]=[C:14]3[CH:19]=[CH:18][CH:17]=[CH:16][N:15]3[C:11]=2[C:9]2[CH:8]=[CH:7][N:6]=[C:5]([N:27]3[CH2:31][CH2:30][CH2:29][CH2:28]3)[N:10]=2)[CH:25]=[CH:24][CH:23]=1, predict the reactants needed to synthesize it. The reactants are: CS([C:5]1[N:10]=[C:9]([C:11]2[N:15]3[CH:16]=[CH:17][CH:18]=[CH:19][C:14]3=[N:13][C:12]=2[C:20]2[CH:25]=[CH:24][CH:23]=[C:22]([CH3:26])[N:21]=2)[CH:8]=[CH:7][N:6]=1)(=O)=O.[NH:27]1[CH2:31][CH2:30][CH2:29][CH2:28]1. (4) Given the product [OH:34][CH2:33][C:32]1[C:31]([N:35]2[CH2:46][CH2:45][C:44]3[C:43]4[CH2:42][C:41]([CH3:48])([CH3:47])[CH2:40][C:39]=4[S:38][C:37]=3[C:36]2=[O:49])=[N:30][CH:29]=[CH:28][C:27]=1[C:4]1[CH:5]=[C:6]([NH:9][C:10]2[CH:15]=[CH:14][C:13]([N:16]3[CH2:21][CH2:20][N:19]([CH:22]4[CH2:25][O:24][CH2:23]4)[CH2:18][C@@H:17]3[CH3:26])=[CH:12][N:11]=2)[C:7](=[O:8])[N:2]([CH3:1])[CH:3]=1, predict the reactants needed to synthesize it. The reactants are: [CH3:1][N:2]1[C:7](=[O:8])[C:6]([NH:9][C:10]2[CH:15]=[CH:14][C:13]([N:16]3[CH2:21][CH2:20][N:19]([CH:22]4[CH2:25][O:24][CH2:23]4)[CH2:18][C@@H:17]3[CH3:26])=[CH:12][N:11]=2)=[CH:5][C:4]([C:27]2[C:32]([CH:33]=[O:34])=[C:31]([N:35]3[CH2:46][CH2:45][C:44]4[C:43]5[CH2:42][C:41]([CH3:48])([CH3:47])[CH2:40][C:39]=5[S:38][C:37]=4[C:36]3=[O:49])[N:30]=[CH:29][CH:28]=2)=[CH:3]1.[BH4-].[Na+]. (5) Given the product [CH3:1][S:2]([O:13][CH2:14][CH:15]1[C:19]2([CH2:21][CH2:20]2)[NH:18][C:17](=[O:22])[CH2:16]1)(=[O:4])=[O:3], predict the reactants needed to synthesize it. The reactants are: [CH3:1][S:2](Cl)(=[O:4])=[O:3].C(N(CC)CC)C.[OH:13][CH2:14][CH:15]1[C:19]2([CH2:21][CH2:20]2)[NH:18][C:17](=[O:22])[CH2:16]1. (6) Given the product [OH:15][C:13]1[C:14]2[C:6]([C:4]([O-:5])=[O:3])=[C:7]([C:16]3[CH:17]=[CH:18][C:19]([N+:22]([O-:24])=[O:23])=[CH:20][CH:21]=3)[O:8][C:9]=2[N:10]=[CH:11][N:12]=1.[Na+:26], predict the reactants needed to synthesize it. The reactants are: C([O:3][C:4]([C:6]1[C:14]2[C:13]([OH:15])=[N:12][CH:11]=[N:10][C:9]=2[O:8][C:7]=1[C:16]1[CH:21]=[CH:20][C:19]([N+:22]([O-:24])=[O:23])=[CH:18][CH:17]=1)=[O:5])C.[OH-].[Na+:26].